Dataset: Forward reaction prediction with 1.9M reactions from USPTO patents (1976-2016). Task: Predict the product of the given reaction. Given the reactants [F:1][C:2]1[CH:7]=[CH:6][C:5]([CH2:8][C:9]2[CH:18]=[C:17]3[C:12]([C:13]([OH:33])=[C:14]([C:28](OCC)=[O:29])[C:15](=[O:27])[N:16]3[CH2:19][C:20](=[O:26])[N:21]3[CH2:25][CH2:24][CH2:23][CH2:22]3)=[N:11][CH:10]=2)=[CH:4][CH:3]=1.[NH2:34][CH2:35][C:36]([CH3:40])([CH3:39])[CH2:37][OH:38], predict the reaction product. The product is: [F:1][C:2]1[CH:7]=[CH:6][C:5]([CH2:8][C:9]2[CH:18]=[C:17]3[C:12]([C:13]([OH:33])=[C:14]([C:28]([NH:34][CH2:35][C:36]([CH3:40])([CH3:39])[CH2:37][OH:38])=[O:29])[C:15](=[O:27])[N:16]3[CH2:19][C:20](=[O:26])[N:21]3[CH2:25][CH2:24][CH2:23][CH2:22]3)=[N:11][CH:10]=2)=[CH:4][CH:3]=1.